Dataset: Reaction yield outcomes from USPTO patents with 853,638 reactions. Task: Predict the reaction yield, written as a fraction of the theoretical maximum amount of product (1.0 means a 100% yield; for example, 0.34 means a 34% yield). (1) The reactants are [F:1][C:2]1[CH:3]=[C:4]([CH:13]2[C:22]([CH3:24])([CH3:23])[CH2:21][C:20]3[C:15](=[CH:16][CH:17]=[C:18]([C:25]([OH:27])=O)[CH:19]=3)[NH:14]2)[CH:5]=[C:6]([N:8]2[CH2:12][CH2:11][CH2:10][CH2:9]2)[CH:7]=1.[CH3:28][S:29]([NH2:32])(=[O:31])=[O:30]. The catalyst is CN(C)C1C=CN=CC=1.ClCCl. The product is [F:1][C:2]1[CH:3]=[C:4]([CH:13]2[C:22]([CH3:24])([CH3:23])[CH2:21][C:20]3[C:15](=[CH:16][CH:17]=[C:18]([C:25]([NH:32][S:29]([CH3:28])(=[O:31])=[O:30])=[O:27])[CH:19]=3)[NH:14]2)[CH:5]=[C:6]([N:8]2[CH2:9][CH2:10][CH2:11][CH2:12]2)[CH:7]=1. The yield is 0.350. (2) The reactants are Cl[C:2]1[CH:7]=[C:6]([CH:8]2[CH2:10][CH2:9]2)[N:5]=[C:4]([C:11]2[CH:16]=[CH:15][CH:14]=[C:13]([Cl:17])[CH:12]=2)[N:3]=1.[NH2:18][C:19]1[CH:27]=[CH:26][C:22]([CH2:23][CH2:24][OH:25])=[CH:21][CH:20]=1. The catalyst is CN1C(=O)CCC1.O. The product is [Cl:17][C:13]1[CH:12]=[C:11]([C:4]2[N:3]=[C:2]([NH:18][C:19]3[CH:27]=[CH:26][C:22]([CH2:23][CH2:24][OH:25])=[CH:21][CH:20]=3)[CH:7]=[C:6]([CH:8]3[CH2:10][CH2:9]3)[N:5]=2)[CH:16]=[CH:15][CH:14]=1. The yield is 0.730. (3) The reactants are Cl[C:2]1[C:7]([N+:8]([O-:10])=[O:9])=[CH:6][C:5]([CH3:11])=[CH:4][N:3]=1.[NH2:12][CH2:13][C@@H:14]1[CH2:18][CH2:17][N:16]([C:19]([O:21][C:22]([CH3:25])([CH3:24])[CH3:23])=[O:20])[CH2:15]1.C(N(CC)CC)C. The yield is 0.550. The catalyst is CS(C)=O.C(OCC)(=O)C. The product is [CH3:11][C:5]1[CH:6]=[C:7]([N+:8]([O-:10])=[O:9])[C:2]([NH:12][CH2:13][C@@H:14]2[CH2:18][CH2:17][N:16]([C:19]([O:21][C:22]([CH3:25])([CH3:24])[CH3:23])=[O:20])[CH2:15]2)=[N:3][CH:4]=1. (4) The reactants are C([O-])([O-])=O.[Cs+].[Cs+].BrC1C=CC(S([O:17][C@@H:18]2[CH2:22][N:21]([C:23]([O:25][C:26]([CH3:29])([CH3:28])[CH3:27])=[O:24])[C@H:20]([C:30]([O:32][CH3:33])=[O:31])[CH2:19]2)(=O)=O)=CC=1.[Br:34][C:35]1[C:44](O)=[CH:43][C:42]2[C:37](=[CH:38][CH:39]=[C:40]([O:46][CH3:47])[CH:41]=2)[N:36]=1. The catalyst is CN1C(=O)CCC1.CCOC(C)=O. The product is [Br:34][C:35]1[C:44]([O:17][C@H:18]2[CH2:22][N:21]([C:23]([O:25][C:26]([CH3:27])([CH3:28])[CH3:29])=[O:24])[C@H:20]([C:30]([O:32][CH3:33])=[O:31])[CH2:19]2)=[CH:43][C:42]2[C:37](=[CH:38][CH:39]=[C:40]([O:46][CH3:47])[CH:41]=2)[N:36]=1. The yield is 0.702. (5) The reactants are [C:1]([O:10]C)(=O)[C:2]1[C:3](=[CH:5][CH:6]=[CH:7][CH:8]=1)[SH:4].[Cl:12][C:13]1[CH:18]=[C:17]([C:19]#[N:20])[CH:16]=[CH:15][N:14]=1.C(N(CC)CC)C. The catalyst is C1(C)C=CC=CC=1. The product is [Cl:12][C:13]1[CH:18]=[C:17]([C:19]2[S:4][C:3]3[CH:5]=[CH:6][CH:7]=[CH:8][C:2]=3[C:1](=[O:10])[N:20]=2)[CH:16]=[CH:15][N:14]=1. The yield is 0.0800. (6) The reactants are [F:1][C:2]([F:17])([F:16])[C:3]([NH:5][C@H:6]1[C:15]2[C:10](=[CH:11][CH:12]=[CH:13][CH:14]=2)[CH2:9][CH2:8][CH2:7]1)=[O:4].[O-:18][Mn](=O)(=O)=O.[K+]. The catalyst is CC(C)=O.O. The product is [F:1][C:2]([F:16])([F:17])[C:3]([NH:5][C@H:6]1[C:15]2[C:10](=[CH:11][CH:12]=[CH:13][CH:14]=2)[C:9](=[O:18])[CH2:8][CH2:7]1)=[O:4]. The yield is 0.910.